This data is from Catalyst prediction with 721,799 reactions and 888 catalyst types from USPTO. The task is: Predict which catalyst facilitates the given reaction. (1) Reactant: [CH3:1][O:2][CH2:3][CH2:4][C:5]1[C:9]([C:10]([O:12][CH2:13][CH3:14])=[O:11])=[C:8]([CH3:15])[NH:7][C:6]=1[C:16]([O:18][CH2:19][CH3:20])=[O:17].[C:21]1(B(O)O)[CH:26]=[CH:25][CH:24]=[CH:23][CH:22]=1.N1C=CC=CC=1. Product: [CH3:1][O:2][CH2:3][CH2:4][C:5]1[C:9]([C:10]([O:12][CH2:13][CH3:14])=[O:11])=[C:8]([CH3:15])[N:7]([C:21]2[CH:26]=[CH:25][CH:24]=[CH:23][CH:22]=2)[C:6]=1[C:16]([O:18][CH2:19][CH3:20])=[O:17]. The catalyst class is: 732. (2) Reactant: [Cl:1][C:2]1[C:3]([CH2:12][N:13]2[C:17]([C:18]([O:20]C)=[O:19])=[CH:16][C:15]([O:22][CH:23]([CH3:25])[CH3:24])=[N:14]2)=[N:4][CH:5]=[C:6]([C:8]([F:11])([F:10])[F:9])[CH:7]=1.[OH-].[Na+].O1CCCC1. Product: [Cl:1][C:2]1[C:3]([CH2:12][N:13]2[C:17]([C:18]([OH:20])=[O:19])=[CH:16][C:15]([O:22][CH:23]([CH3:25])[CH3:24])=[N:14]2)=[N:4][CH:5]=[C:6]([C:8]([F:9])([F:10])[F:11])[CH:7]=1. The catalyst class is: 5.